This data is from Forward reaction prediction with 1.9M reactions from USPTO patents (1976-2016). The task is: Predict the product of the given reaction. (1) Given the reactants C1(C2[O:12][C@H:11]3[CH2:13][C@@H:14]([N:17]4[CH:22]=[C:21]([I:23])[C:20](=[O:24])[NH:19][C:18]4=[O:25])[CH2:15][O:16][C@@H:10]3[CH2:9][O:8]2)C=CC=CC=1.Cl, predict the reaction product. The product is: [OH:12][C@@H:11]1[C@@H:10]([CH2:9][OH:8])[O:16][CH2:15][C@H:14]([N:17]2[CH:22]=[C:21]([I:23])[C:20](=[O:24])[NH:19][C:18]2=[O:25])[CH2:13]1. (2) Given the reactants [Br:1][C:2]1[CH:9]=[CH:8][C:5]([CH:6]=O)=[CH:4][CH:3]=1.[NH2:10][OH:11].C(O)(=O)C.[Cl:16][C:17]1[CH:22]=[C:21]([C:23]([C:25]([F:28])([F:27])[F:26])=[CH2:24])[CH:20]=[C:19]([Cl:29])[CH:18]=1.Cl[O-].[Na+], predict the reaction product. The product is: [Br:1][C:2]1[CH:9]=[CH:8][C:5]([C:6]2[CH2:24][C:23]([C:21]3[CH:22]=[C:17]([Cl:16])[CH:18]=[C:19]([Cl:29])[CH:20]=3)([C:25]([F:26])([F:27])[F:28])[O:11][N:10]=2)=[CH:4][CH:3]=1. (3) Given the reactants [Cl:1][C:2]1[C:3]([F:31])=[C:4]([C@@H:8]2[C@:12]([C:15]3[CH:20]=[CH:19][C:18]([Cl:21])=[CH:17][C:16]=3[F:22])([C:13]#[N:14])[C@H:11]([CH2:23][C:24]([CH3:27])([CH3:26])[CH3:25])[NH:10][C@H:9]2[C:28](O)=[O:29])[CH:5]=[CH:6][CH:7]=1.CCN(C(C)C)C(C)C.C1(P(Cl)(C2C=CC=CC=2)=O)C=CC=CC=1.[NH2:56][C:57]1[CH:62]=[CH:61][C:60]([CH2:63][CH2:64][CH2:65][C:66]([O:68][CH3:69])=[O:67])=[CH:59][CH:58]=1, predict the reaction product. The product is: [Cl:1][C:2]1[C:3]([F:31])=[C:4]([C@@H:8]2[C@:12]([C:15]3[CH:20]=[CH:19][C:18]([Cl:21])=[CH:17][C:16]=3[F:22])([C:13]#[N:14])[C@H:11]([CH2:23][C:24]([CH3:26])([CH3:27])[CH3:25])[NH:10][C@H:9]2[C:28]([NH:56][C:57]2[CH:58]=[CH:59][C:60]([CH2:63][CH2:64][CH2:65][C:66]([O:68][CH3:69])=[O:67])=[CH:61][CH:62]=2)=[O:29])[CH:5]=[CH:6][CH:7]=1. (4) Given the reactants [F:1][C:2]1[CH:7]=[CH:6][C:5]([C:8]2[CH:31]=[CH:30][C:11]3[N:12]([C:15]4[CH:16]=[C:17]([NH:21][C:22]([NH:24][CH2:25][C:26]([F:29])([F:28])[F:27])=[O:23])[CH:18]=[CH:19][CH:20]=4)[CH:13]=[N:14][C:10]=3[CH:9]=2)=[CH:4][CH:3]=1.CCOC(C)=O.[ClH:38], predict the reaction product. The product is: [ClH:38].[F:1][C:2]1[CH:3]=[CH:4][C:5]([C:8]2[CH:31]=[CH:30][C:11]3[N:12]([C:15]4[CH:16]=[C:17]([NH:21][C:22]([NH:24][CH2:25][C:26]([F:27])([F:29])[F:28])=[O:23])[CH:18]=[CH:19][CH:20]=4)[CH:13]=[N:14][C:10]=3[CH:9]=2)=[CH:6][CH:7]=1. (5) Given the reactants [NH2:1][C@H:2]([C:4]([OH:6])=[O:5])[CH3:3].[CH3:7][C:8]1[CH:13]=[C:12]([CH3:14])[CH:11]=[CH:10][C:9]=1[S:15]([OH:18])(=[O:17])=[O:16], predict the reaction product. The product is: [CH3:7][C:8]1[CH:13]=[C:12]([CH3:14])[CH:11]=[CH:10][C:9]=1[S:15]([OH:18])(=[O:17])=[O:16].[CH2:7]([O:5][C:4](=[O:6])[C@H:2]([CH3:3])[NH2:1])[CH3:8]. (6) The product is: [CH3:49][N:20]([CH3:19])[C:21]([NH:23][C:24]1[CH:29]=[CH:28][C:27]([C:30]2[N:31]=[C:32]([CH2:43][S:7][CH2:6][CH2:5][NH:4][C:1](=[O:3])[CH3:2])[CH:33]=[C:34]([N:36]3[CH2:41][CH2:40][O:39][CH2:38][C@@H:37]3[CH3:42])[N:35]=2)=[CH:26][CH:25]=1)=[O:22]. Given the reactants [C:1]([NH:4][CH2:5][CH2:6][SH:7])(=[O:3])[CH3:2].C1CCN2C(=NCCC2)CC1.[CH3:19][N:20]([CH3:49])[C:21]([NH:23][C:24]1[CH:29]=[CH:28][C:27]([C:30]2[N:35]=[C:34]([N:36]3[CH2:41][CH2:40][O:39][CH2:38][C@@H:37]3[CH3:42])[CH:33]=[C:32]([CH2:43]OS(C)(=O)=O)[N:31]=2)=[CH:26][CH:25]=1)=[O:22], predict the reaction product. (7) Given the reactants [C:1]([O:5][C:6]([N:8]([CH2:32][C:33]1[CH:34]=[C:35]([CH:40]=[CH:41][CH:42]=1)[C:36]([O:38]C)=[O:37])[S:9]([C:12]1[CH:17]=[C:16]([C:18]([NH:20][N:21]2[C:29]3[C:24](=[CH:25][CH:26]=[CH:27][CH:28]=3)[CH2:23][CH:22]2[CH3:30])=[O:19])[CH:15]=[CH:14][C:13]=1[Cl:31])(=[O:11])=[O:10])=[O:7])([CH3:4])([CH3:3])[CH3:2].[OH-].[Li+].O, predict the reaction product. The product is: [C:1]([O:5][C:6]([N:8]([CH2:32][C:33]1[CH:34]=[C:35]([CH:40]=[CH:41][CH:42]=1)[C:36]([OH:38])=[O:37])[S:9]([C:12]1[CH:17]=[C:16]([C:18]([NH:20][N:21]2[C:29]3[C:24](=[CH:25][CH:26]=[CH:27][CH:28]=3)[CH2:23][CH:22]2[CH3:30])=[O:19])[CH:15]=[CH:14][C:13]=1[Cl:31])(=[O:10])=[O:11])=[O:7])([CH3:2])([CH3:3])[CH3:4]. (8) Given the reactants [NH:1]1[CH:5]=[CH:4][C:3]([C:6]([OH:8])=O)=[N:2]1.C(N(CC)C(C)C)(C)C.CN(C(ON1N=NC2C=CC=CC1=2)=[N+](C)C)C.[B-](F)(F)(F)F.[F:40][C:41]1[CH:47]=[CH:46][CH:45]=[C:44]([F:48])[C:42]=1[NH2:43], predict the reaction product. The product is: [F:40][C:41]1[CH:47]=[CH:46][CH:45]=[C:44]([F:48])[C:42]=1[NH:43][C:6]([C:3]1[CH:4]=[CH:5][NH:1][N:2]=1)=[O:8]. (9) Given the reactants [N:1]1(C(OC(Cl)C)=O)[CH2:6][CH:5]=[C:4]([C:7]([O:9][CH2:10][CH3:11])=[O:8])[CH2:3][CH2:2]1, predict the reaction product. The product is: [NH:1]1[CH2:2][CH:3]=[C:4]([C:7]([O:9][CH2:10][CH3:11])=[O:8])[CH2:5][CH2:6]1. (10) Given the reactants C[O:2][C:3](=[O:35])[CH2:4][C:5]1[CH:10]=[CH:9][C:8]([C:11]#[C:12][C:13]2[CH:18]=[C:17]([C:19]([CH3:22])([CH3:21])[CH3:20])[C:16]([O:23][CH:24]([CH3:26])[CH3:25])=[C:15]([CH2:27][C:28]#[C:29][Si](C)(C)C)[C:14]=2[CH3:34])=[CH:7][CH:6]=1.[OH-].[Li+], predict the reaction product. The product is: [C:19]([C:17]1[C:16]([O:23][CH:24]([CH3:26])[CH3:25])=[C:15]([CH2:27][C:28]#[CH:29])[C:14]([CH3:34])=[C:13]([C:12]#[C:11][C:8]2[CH:7]=[CH:6][C:5]([CH2:4][C:3]([OH:35])=[O:2])=[CH:10][CH:9]=2)[CH:18]=1)([CH3:22])([CH3:20])[CH3:21].